This data is from Forward reaction prediction with 1.9M reactions from USPTO patents (1976-2016). The task is: Predict the product of the given reaction. (1) Given the reactants [CH3:1][S:2]([O:5][C:6]1[CH:11]=[CH:10][C:9]([C:12]2([C:20]3[CH:25]=[CH:24][C:23]([F:26])=[C:22](Br)[CH:21]=3)[C:16](=[O:17])[N:15]([CH3:18])[C:14]([NH2:19])=[N:13]2)=[CH:8][CH:7]=1)(=[O:4])=[O:3].[CH3:28][O:29][C:30]1[CH:37]=[CH:36][C:33]([C:34]#[N:35])=[C:32](B2OC(C)(C)C(C)(C)O2)[CH:31]=1, predict the reaction product. The product is: [CH3:1][S:2]([O:5][C:6]1[CH:11]=[CH:10][C:9]([C:12]2([C:20]3[CH:21]=[C:22]([C:36]4[CH:37]=[C:30]([O:29][CH3:28])[CH:31]=[CH:32][C:33]=4[C:34]#[N:35])[C:23]([F:26])=[CH:24][CH:25]=3)[C:16](=[O:17])[N:15]([CH3:18])[C:14]([NH2:19])=[N:13]2)=[CH:8][CH:7]=1)(=[O:4])=[O:3]. (2) Given the reactants [Br-].[CH2:2]([Zn+])[C:3]1[CH:8]=[CH:7][CH:6]=[CH:5][CH:4]=1.C1COCC1.[CH3:15][N:16]1[C:28]2[C:27]3[N:26]=[C:25](SC)[N:24]=[CH:23][C:22]=3[CH2:21][CH2:20][C:19]=2[C:18]([C:31]([O:33][CH2:34][CH3:35])=[O:32])=[N:17]1.C(=O)(O)[O-].[Na+], predict the reaction product. The product is: [CH2:2]([C:25]1[N:24]=[CH:23][C:22]2[CH2:21][CH2:20][C:19]3[C:18]([C:31]([O:33][CH2:34][CH3:35])=[O:32])=[N:17][N:16]([CH3:15])[C:28]=3[C:27]=2[N:26]=1)[C:3]1[CH:8]=[CH:7][CH:6]=[CH:5][CH:4]=1. (3) Given the reactants [Cl:1][C:2]1[CH:3]=[C:4]([C:9]2[N:14]=[C:13]([N:15]3[CH2:19][CH2:18][CH2:17][CH:16]3[CH3:20])[N:12]=[C:11]([N:21]3[CH2:26][CH2:25][N:24]([C:27]4[N:32]=[CH:31][C:30](Br)=[CH:29][N:28]=4)[CH2:23][CH2:22]3)[CH:10]=2)[CH:5]=[CH:6][C:7]=1[F:8].[C:34]([Cu])#[N:35], predict the reaction product. The product is: [Cl:1][C:2]1[CH:3]=[C:4]([C:9]2[N:14]=[C:13]([N:15]3[CH2:19][CH2:18][CH2:17][CH:16]3[CH3:20])[N:12]=[C:11]([N:21]3[CH2:26][CH2:25][N:24]([C:27]4[N:32]=[CH:31][C:30]([C:34]#[N:35])=[CH:29][N:28]=4)[CH2:23][CH2:22]3)[CH:10]=2)[CH:5]=[CH:6][C:7]=1[F:8]. (4) The product is: [Si:13]([O:20][CH2:21][CH2:22][CH2:23][C@H:24]([O:29][C:30]1[C:31]2[CH:38]=[N:37][N:36]([C:39]3[C:44]([Cl:45])=[CH:43][CH:42]=[CH:41][N:40]=3)[C:32]=2[N:33]=[CH:34][N:35]=1)[C:25]([NH:12][C:9]1[CH:8]=[CH:7][C:6]([CH3:5])=[CH:11][N:10]=1)=[O:26])([C:16]([CH3:18])([CH3:19])[CH3:17])([CH3:15])[CH3:14]. Given the reactants C[Al](C)C.[CH3:5][C:6]1[CH:7]=[CH:8][C:9]([NH2:12])=[N:10][CH:11]=1.[Si:13]([O:20][CH2:21][CH2:22][CH2:23][C@H:24]([O:29][C:30]1[N:35]=[CH:34][N:33]=[C:32]2[N:36]([C:39]3[C:44]([Cl:45])=[CH:43][CH:42]=[CH:41][N:40]=3)[N:37]=[CH:38][C:31]=12)[C:25](OC)=[O:26])([C:16]([CH3:19])([CH3:18])[CH3:17])([CH3:15])[CH3:14].C(O)(=O)CC(CC(O)=O)(C(O)=O)O, predict the reaction product. (5) Given the reactants [F:1][C:2]([F:22])([F:21])[C:3]([N:5]([C@@H:12]1[CH2:14][C@H:13]1[C:15]1[CH:20]=[CH:19][CH:18]=[CH:17][CH:16]=1)[CH2:6][CH:7]1[CH2:11][CH2:10][NH:9][CH2:8]1)=[O:4].[C:23]([O:27][C:28]([CH3:31])([CH3:30])[CH3:29])(=[O:26])[CH:24]=[CH2:25].C(=O)([O-])[O-].[K+].[K+], predict the reaction product. The product is: [F:22][C:2]([F:1])([F:21])[C:3]([N:5]([CH2:6][CH:7]1[CH2:11][CH2:10][N:9]([CH2:25][CH2:24][C:23]([O:27][C:28]([CH3:31])([CH3:30])[CH3:29])=[O:26])[CH2:8]1)[C@@H:12]1[CH2:14][C@H:13]1[C:15]1[CH:20]=[CH:19][CH:18]=[CH:17][CH:16]=1)=[O:4]. (6) Given the reactants [NH2:1][C:2]1[N:6]([C:7]2[CH:17]=[CH:16][C:10]([CH2:11][P:12](=[O:15])([CH3:14])[CH3:13])=[CH:9][CH:8]=2)[N:5]=[C:4]([C:18]([CH3:21])([CH3:20])[CH3:19])[CH:3]=1.C1N=CN([C:27](N2C=NC=C2)=[O:28])C=1.[NH2:34][C:35]1[C:44]2[C:39](=[CH:40][CH:41]=[CH:42][CH:43]=2)[C:38]([O:45][C:46]2[CH:51]=[CH:50][N:49]=[C:48]([NH:52][C:53]3[CH:58]=[CH:57][CH:56]=[CH:55][CH:54]=3)[N:47]=2)=[CH:37][CH:36]=1, predict the reaction product. The product is: [C:18]([C:4]1[CH:3]=[C:2]([NH:1][C:27]([NH:34][C:35]2[C:44]3[C:39](=[CH:40][CH:41]=[CH:42][CH:43]=3)[C:38]([O:45][C:46]3[CH:51]=[CH:50][N:49]=[C:48]([NH:52][C:53]4[CH:54]=[CH:55][CH:56]=[CH:57][CH:58]=4)[N:47]=3)=[CH:37][CH:36]=2)=[O:28])[N:6]([C:7]2[CH:8]=[CH:9][C:10]([CH2:11][P:12]([CH3:14])([CH3:13])=[O:15])=[CH:16][CH:17]=2)[N:5]=1)([CH3:21])([CH3:20])[CH3:19]. (7) Given the reactants [Cl:1][C:2]1[C:15]2[CH2:14][CH2:13][CH2:12][C:11]=2[C:5]2[O:6][CH:7]([CH2:9][NH2:10])[CH2:8][C:4]=2[CH:3]=1.C(N(C(C)C)CC)(C)C.Cl[C:26]([O:28][CH2:29][C:30]1[CH:35]=[CH:34][CH:33]=[CH:32][CH:31]=1)=[O:27].O1C(CNC(=O)OCC2C=CC=CC=2)CC2C=CC3CCCC=3C1=2, predict the reaction product. The product is: [Cl:1][C:2]1[C:15]2[CH2:14][CH2:13][CH2:12][C:11]=2[C:5]2[O:6][CH:7]([CH2:9][NH:10][C:26](=[O:27])[O:28][CH2:29][C:30]3[CH:35]=[CH:34][CH:33]=[CH:32][CH:31]=3)[CH2:8][C:4]=2[CH:3]=1.